From a dataset of Catalyst prediction with 721,799 reactions and 888 catalyst types from USPTO. Predict which catalyst facilitates the given reaction. Reactant: [CH2:1]([C@@:4]1([CH3:34])[CH2:9][C@H:8]([C:10]2[CH:15]=[CH:14][CH:13]=[C:12]([Cl:16])[CH:11]=2)[C@@H:7]([C:17]2[CH:22]=[CH:21][C:20]([Cl:23])=[CH:19][CH:18]=2)[N:6]([C@H:24]([CH2:27][CH2:28][CH2:29][C:30](=[O:32])[CH3:31])[CH2:25][CH3:26])[C:5]1=[O:33])[CH:2]=[CH2:3].[CH3:35][Mg]Br. The catalyst class is: 182. Product: [CH2:1]([C@@:4]1([CH3:34])[CH2:9][C@H:8]([C:10]2[CH:15]=[CH:14][CH:13]=[C:12]([Cl:16])[CH:11]=2)[C@@H:7]([C:17]2[CH:18]=[CH:19][C:20]([Cl:23])=[CH:21][CH:22]=2)[N:6]([C@H:24]([CH2:27][CH2:28][CH2:29][C:30]([OH:32])([CH3:35])[CH3:31])[CH2:25][CH3:26])[C:5]1=[O:33])[CH:2]=[CH2:3].